This data is from Full USPTO retrosynthesis dataset with 1.9M reactions from patents (1976-2016). The task is: Predict the reactants needed to synthesize the given product. (1) Given the product [OH:1][B:2]1[C:6]2[CH:7]=[C:8]([O:12][C:21]3[S:22][C:23]([N+:26]([O-:28])=[O:27])=[N:24][N:25]=3)[CH:9]=[C:10]([CH3:11])[C:5]=2[CH:4]([CH:13]([CH3:19])[C:14]([O:16][CH2:17][CH3:18])=[O:15])[O:3]1, predict the reactants needed to synthesize it. The reactants are: [OH:1][B:2]1[C:6]2[CH:7]=[C:8]([OH:12])[CH:9]=[C:10]([CH3:11])[C:5]=2[CH:4]([CH:13]([CH3:19])[C:14]([O:16][CH2:17][CH3:18])=[O:15])[O:3]1.Br[C:21]1[S:22][C:23]([N+:26]([O-:28])=[O:27])=[N:24][N:25]=1.Cl. (2) Given the product [CH2:8]([C:7]([C:10]1[CH:15]=[CH:14][C:13]([C:16]2[CH:21]=[CH:20][CH:19]=[CH:18][CH:17]=2)=[C:12]([F:22])[CH:11]=1)([CH2:23][CH3:24])[C:6]([OH:25])=[O:5])[CH3:9], predict the reactants needed to synthesize it. The reactants are: [SiH3][O-].[K+].C[O:5][C:6](=[O:25])[C:7]([CH2:23][CH3:24])([C:10]1[CH:15]=[CH:14][C:13]([C:16]2[CH:21]=[CH:20][CH:19]=[CH:18][CH:17]=2)=[C:12]([F:22])[CH:11]=1)[CH2:8][CH3:9].